This data is from Reaction yield outcomes from USPTO patents with 853,638 reactions. The task is: Predict the reaction yield, written as a fraction of the theoretical maximum amount of product (1.0 means a 100% yield; for example, 0.34 means a 34% yield). (1) The reactants are [CH3:1][N:2]([CH2:13][C:14]1[N:18]([CH:19]2[CH2:24][CH2:23][N:22](C(OC(C)(C)C)=O)[CH2:21][CH2:20]2)[C:17]2[CH:32]=[CH:33][CH:34]=[CH:35][C:16]=2[N:15]=1)[CH:3]1[C:12]2[N:11]=[CH:10][CH:9]=[CH:8][C:7]=2[CH2:6][CH2:5][CH2:4]1. The catalyst is C(O)(C(F)(F)F)=O.ClCCl. The product is [CH3:1][N:2]([CH2:13][C:14]1[N:18]([CH:19]2[CH2:20][CH2:21][NH:22][CH2:23][CH2:24]2)[C:17]2[CH:32]=[CH:33][CH:34]=[CH:35][C:16]=2[N:15]=1)[CH:3]1[C:12]2[N:11]=[CH:10][CH:9]=[CH:8][C:7]=2[CH2:6][CH2:5][CH2:4]1. The yield is 0.740. (2) The reactants are [Cl:1][C:2]1[N:11]=[C:10](Cl)[C:9]2[C:4](=[CH:5][CH:6]=[CH:7][CH:8]=2)[N:3]=1.[NH2:13][C:14]1[CH:19]=[CH:18][N:17]=[CH:16][CH:15]=1.Cl. The catalyst is C(O)(C)C. The product is [Cl:1][C:2]1[N:11]=[C:10]([NH:13][C:14]2[CH:19]=[CH:18][N:17]=[CH:16][CH:15]=2)[C:9]2[C:4](=[CH:5][CH:6]=[CH:7][CH:8]=2)[N:3]=1. The yield is 0.610. (3) The reactants are [NH2:1][C:2]1[CH:7]=[CH:6][N:5]=[C:4]([Cl:8])[CH:3]=1.[Cl:9][CH2:10][CH2:11][N:12]=[C:13]=[O:14]. The catalyst is C1(C)C=CC=CC=1. The product is [Cl:9][CH2:10][CH2:11][NH:12][C:13]([NH:1][C:2]1[CH:7]=[CH:6][N:5]=[C:4]([Cl:8])[CH:3]=1)=[O:14]. The yield is 0.610. (4) The reactants are [CH:1]1([C:7]([CH:9]([C:13]2[CH:18]=[CH:17][CH:16]=[CH:15][CH:14]=2)[CH2:10][CH:11]=O)=[O:8])[CH2:6][CH2:5][CH2:4][CH2:3][CH2:2]1.[CH3:19][O:20][C:21]1[CH:26]=[CH:25][CH:24]=[CH:23][C:22]=1[N:27]1[CH2:32][CH2:31][NH:30][CH2:29][CH2:28]1.[Na]. No catalyst specified. The product is [CH3:19][O:20][C:21]1[CH:26]=[CH:25][CH:24]=[CH:23][C:22]=1[N:27]1[CH2:32][CH2:31][N:30]([CH2:11][CH2:10][CH:9]([C:7]([CH:1]2[CH2:6][CH2:5][CH2:4][CH2:3][CH2:2]2)=[O:8])[C:13]2[CH:18]=[CH:17][CH:16]=[CH:15][CH:14]=2)[CH2:29][CH2:28]1. The yield is 0.790.